From a dataset of Merck oncology drug combination screen with 23,052 pairs across 39 cell lines. Regression. Given two drug SMILES strings and cell line genomic features, predict the synergy score measuring deviation from expected non-interaction effect. (1) Drug 1: CCC1=CC2CN(C1)Cc1c([nH]c3ccccc13)C(C(=O)OC)(c1cc3c(cc1OC)N(C)C1C(O)(C(=O)OC)C(OC(C)=O)C4(CC)C=CCN5CCC31C54)C2. Drug 2: C=CCn1c(=O)c2cnc(Nc3ccc(N4CCN(C)CC4)cc3)nc2n1-c1cccc(C(C)(C)O)n1. Cell line: MDAMB436. Synergy scores: synergy=-0.893. (2) Drug 1: Nc1ccn(C2OC(CO)C(O)C2(F)F)c(=O)n1. Drug 2: NC(=O)c1cccc2cn(-c3ccc(C4CCCNC4)cc3)nc12. Cell line: NCIH1650. Synergy scores: synergy=1.97. (3) Drug 1: CS(=O)(=O)CCNCc1ccc(-c2ccc3ncnc(Nc4ccc(OCc5cccc(F)c5)c(Cl)c4)c3c2)o1. Drug 2: O=C(O)C1(Cc2cccc(Nc3nccs3)n2)CCC(Oc2cccc(Cl)c2F)CC1. Cell line: RPMI7951. Synergy scores: synergy=1.70. (4) Drug 1: NC1(c2ccc(-c3nc4ccn5c(=O)[nH]nc5c4cc3-c3ccccc3)cc2)CCC1. Drug 2: COC1CC2CCC(C)C(O)(O2)C(=O)C(=O)N2CCCCC2C(=O)OC(C(C)CC2CCC(OP(C)(C)=O)C(OC)C2)CC(=O)C(C)C=C(C)C(O)C(OC)C(=O)C(C)CC(C)C=CC=CC=C1C. Cell line: A427. Synergy scores: synergy=41.9. (5) Cell line: ZR751. Drug 2: O=C(NOCC(O)CO)c1ccc(F)c(F)c1Nc1ccc(I)cc1F. Synergy scores: synergy=5.51. Drug 1: CN1C(=O)C=CC2(C)C3CCC4(C)C(NC(=O)OCC(F)(F)F)CCC4C3CCC12.